Predict the reactants needed to synthesize the given product. From a dataset of Full USPTO retrosynthesis dataset with 1.9M reactions from patents (1976-2016). (1) Given the product [CH3:29][O:30][C:31](=[O:45])[C:32]1[CH:37]=[CH:36][C:35]([NH:38][CH:39]([CH2:40][CH3:41])[CH2:42][CH3:43])=[C:34]([NH:44][C:7](=[O:9])[CH2:6][C:2]2[O:1][CH:5]=[CH:4][CH:3]=2)[CH:33]=1, predict the reactants needed to synthesize it. The reactants are: [O:1]1[CH:5]=[CH:4][CH:3]=[C:2]1[CH2:6][C:7]([OH:9])=O.C1C=CC2N(O)N=NC=2C=1.CCN(C(C)C)C(C)C.[CH3:29][O:30][C:31](=[O:45])[C:32]1[CH:37]=[CH:36][C:35]([NH:38][CH:39]([CH2:42][CH3:43])[CH2:40][CH3:41])=[C:34]([NH2:44])[CH:33]=1. (2) Given the product [CH:1]([N:4]1[C:8]([C:9]2[N:18]=[C:17]3[C:16]4[CH:19]=[N:20][C:21]([NH:32][CH2:33][C:34]([NH2:36])=[O:35])=[CH:22][C:15]=4[O:14][CH2:13][CH2:12][N:11]3[CH:10]=2)=[N:7][C:6]([CH3:31])=[N:5]1)([CH3:2])[CH3:3], predict the reactants needed to synthesize it. The reactants are: [CH:1]([N:4]1[C:8]([C:9]2[N:18]=[C:17]3[N:11]([CH2:12][CH2:13][O:14][C:15]4[CH:22]=[C:21](OS(C(F)(F)F)(=O)=O)[N:20]=[CH:19][C:16]=43)[CH:10]=2)=[N:7][C:6]([CH3:31])=[N:5]1)([CH3:3])[CH3:2].[NH2:32][CH2:33][C:34]([NH2:36])=[O:35].CN1C(=O)CCC1. (3) Given the product [CH2:3]([S:4][C:7]1[CH:8]=[C:9]([CH3:16])[CH:10]=[CH:11][C:12]=1[N+:13]([O-:15])=[O:14])[CH:2]([CH3:5])[CH3:1].[CH2:17]([S:21][C:22]1[CH:28]=[C:27]([CH3:29])[CH:26]=[CH:25][C:23]=1[NH:24][C:34]([NH:35][C:31]1[S:4][CH:3]=[CH:2][N:30]=1)=[O:14])[CH:18]([CH3:20])[CH3:19], predict the reactants needed to synthesize it. The reactants are: [CH3:1][CH:2]([CH3:5])[CH2:3][SH:4].F[C:7]1[CH:8]=[C:9]([CH3:16])[CH:10]=[CH:11][C:12]=1[N+:13]([O-:15])=[O:14].[CH2:17]([S:21][C:22]1[CH:28]=[C:27]([CH3:29])[CH:26]=[CH:25][C:23]=1[NH2:24])[CH:18]([CH3:20])[CH3:19].[NH2:30][C:31]1SC=[CH:34][N:35]=1. (4) Given the product [OH:31][C:29]1[C:28]2[C:23](=[C:24]([NH2:33])[CH:25]=[CH:26][C:27]=2[CH3:32])[N:22]=[C:21]([C:19]([OH:20])=[O:18])[CH:30]=1, predict the reactants needed to synthesize it. The reactants are: COC(C1C=C(O)C2C(=C(N)C=CC=2)N=1)=O.C[O:18][C:19]([C:21]1[CH:30]=[C:29]([OH:31])[C:28]2[C:23](=[C:24]([NH2:33])[CH:25]=[CH:26][C:27]=2[CH3:32])[N:22]=1)=[O:20]. (5) Given the product [CH3:20][C@:17]12[C@@:16]3([CH3:21])[C@@H:7]([C@:8]4([CH3:34])[C@@H:13]([CH2:14][CH2:15]3)[C:12]([CH3:22])([CH3:23])[C:11]([C:24]3[CH:33]=[CH:32][C:27]([C:28]([OH:30])=[O:29])=[CH:26][CH:25]=3)=[CH:10][CH2:9]4)[CH2:6][CH2:5][C@@H:4]1[C@H:3]1[C@H:35]([C:38]([CH3:40])=[CH2:39])[CH2:36][CH2:37][C@:2]1([NH:1][C:49](=[O:51])[CH2:48][N:43]1[CH2:44][CH2:45][CH2:46][CH2:47][CH:42]1[CH3:41])[CH2:19][CH2:18]2, predict the reactants needed to synthesize it. The reactants are: [NH2:1][C@:2]12[CH2:37][CH2:36][C@@H:35]([C:38]([CH3:40])=[CH2:39])[C@@H:3]1[C@@H:4]1[C@@:17]([CH3:20])([CH2:18][CH2:19]2)[C@@:16]2([CH3:21])[C@@H:7]([C@:8]3([CH3:34])[C@@H:13]([CH2:14][CH2:15]2)[C:12]([CH3:23])([CH3:22])[C:11]([C:24]2[CH:33]=[CH:32][C:27]([C:28]([O:30]C)=[O:29])=[CH:26][CH:25]=2)=[CH:10][CH2:9]3)[CH2:6][CH2:5]1.[CH3:41][CH:42]1[CH2:47][CH2:46][CH2:45][CH2:44][N:43]1[CH2:48][C:49]([OH:51])=O. (6) Given the product [Br:1][C:2]1[N:3]=[CH:4][N:5]([CH2:16][O:15][CH2:14][CH2:13][Si:10]([CH3:12])([CH3:11])[CH3:9])[CH:6]=1, predict the reactants needed to synthesize it. The reactants are: [Br:1][C:2]1[N:3]=[CH:4][NH:5][CH:6]=1.[H-].[Na+].[CH3:9][Si:10]([CH2:13][CH2:14][O:15][CH2:16]Cl)([CH3:12])[CH3:11]. (7) Given the product [OH:4][C:5]1([CH3:1])[CH2:8][N:7]([C:9]([O:11][C:12]([CH3:15])([CH3:14])[CH3:13])=[O:10])[CH2:6]1, predict the reactants needed to synthesize it. The reactants are: [CH3:1][Mg]Br.[O:4]=[C:5]1[CH2:8][N:7]([C:9]([O:11][C:12]([CH3:15])([CH3:14])[CH3:13])=[O:10])[CH2:6]1. (8) Given the product [CH2:22]([C:4]1([CH2:1][CH2:2][CH2:3][OH:35])[CH2:13][C:12]2[C:7](=[CH:8][CH:9]=[CH:10][CH:11]=2)[N:6]([C:14]2[CH:15]=[CH:16][C:17]([CH3:20])=[CH:18][CH:19]=2)[C:5]1=[O:21])[CH3:23], predict the reactants needed to synthesize it. The reactants are: [CH2:1]([C:4]1([CH2:22][CH3:23])[CH2:13][C:12]2[C:7](=[CH:8][CH:9]=[CH:10][CH:11]=2)[N:6]([C:14]2[CH:19]=[CH:18][C:17]([CH3:20])=[CH:16][CH:15]=2)[C:5]1=[O:21])[CH:2]=[CH2:3].B1C2CCCC1CCC2.C(OCC)(=[O:35])C.O.